Dataset: Catalyst prediction with 721,799 reactions and 888 catalyst types from USPTO. Task: Predict which catalyst facilitates the given reaction. (1) Reactant: [CH3:1][O:2][C:3]1[CH:8]=[CH:7][C:6]([C:9]2[CH:22]=[C:12]3[N:13]=[C:14]([C:17]([O:19]CC)=[O:18])[CH:15]=[CH:16][N:11]3[N:10]=2)=[CH:5][CH:4]=1.O.[OH-].[Li+].Cl. Product: [CH3:1][O:2][C:3]1[CH:4]=[CH:5][C:6]([C:9]2[CH:22]=[C:12]3[N:13]=[C:14]([C:17]([OH:19])=[O:18])[CH:15]=[CH:16][N:11]3[N:10]=2)=[CH:7][CH:8]=1. The catalyst class is: 20. (2) Reactant: Cl.[CH3:2][NH:3][CH2:4][C:5]1[S:9][C:8]([C:10]([C:12]2[CH:17]=[CH:16][CH:15]=[CH:14][CH:13]=2)=[O:11])=[C:7]([C:18]2[CH:23]=[CH:22][CH:21]=[CH:20][CH:19]=2)[CH:6]=1.[BH4-].[Na+]. Product: [CH3:2][NH:3][CH2:4][C:5]1[S:9][C:8]([CH:10]([C:12]2[CH:17]=[CH:16][CH:15]=[CH:14][CH:13]=2)[OH:11])=[C:7]([C:18]2[CH:23]=[CH:22][CH:21]=[CH:20][CH:19]=2)[CH:6]=1. The catalyst class is: 83. (3) Reactant: [H-].[Na+].[Br:3][C:4]1[CH:9]=[C:8]([Cl:10])[CH:7]=[CH:6][C:5]=1[OH:11].CS(O[CH:17]1[CH2:21][CH2:20][N:19]([CH:22]([CH3:24])[CH3:23])[CH2:18]1)(=O)=O. Product: [Br:3][C:4]1[CH:9]=[C:8]([Cl:10])[CH:7]=[CH:6][C:5]=1[O:11][CH:17]1[CH2:21][CH2:20][N:19]([CH:22]([CH3:24])[CH3:23])[CH2:18]1. The catalyst class is: 44. (4) Reactant: Cl[C:2]1[C:11]2[C:6](=[CH:7][C:8]([O:14][CH2:15][CH2:16][CH2:17][N:18]3[CH2:23][CH2:22][N:21]([CH2:24][CH2:25][F:26])[CH2:20][CH2:19]3)=[C:9]([O:12][CH3:13])[CH:10]=2)[N:5]=[CH:4][N:3]=1.[Cl:27][C:28]1[CH:36]=[C:35]([C:37]#[C:38][CH2:39][CH2:40][O:41][CH3:42])[C:31]2[O:32][CH2:33][O:34][C:30]=2[C:29]=1[NH2:43].C[Si]([N-][Si](C)(C)C)(C)C.[Na+]. Product: [Cl:27][C:28]1[CH:36]=[C:35]([C:37]#[C:38][CH2:39][CH2:40][O:41][CH3:42])[C:31]2[O:32][CH2:33][O:34][C:30]=2[C:29]=1[NH:43][C:2]1[C:11]2[C:6](=[CH:7][C:8]([O:14][CH2:15][CH2:16][CH2:17][N:18]3[CH2:23][CH2:22][N:21]([CH2:24][CH2:25][F:26])[CH2:20][CH2:19]3)=[C:9]([O:12][CH3:13])[CH:10]=2)[N:5]=[CH:4][N:3]=1. The catalyst class is: 3. (5) Reactant: CN1C=CN=C1.[CH:7]1([CH2:12][C@H:13]([CH2:24][C:25]([O:27][C:28]([CH3:31])([CH3:30])[CH3:29])=[O:26])[C:14]([N:16]2[CH:20]([C:21]([OH:23])=O)[CH2:19][CH:18]=[N:17]2)=[O:15])[CH2:11][CH2:10][CH2:9][CH2:8]1.CS(Cl)(=O)=O.[N:37]1[CH:42]=[CH:41][CH:40]=[N:39][C:38]=1[NH2:43]. Product: [CH:7]1([CH2:12][C@@H:13]([C:14](=[O:15])[N:16]2[CH:20]([C:21]([NH:43][C:38]3[N:39]=[CH:40][CH:41]=[CH:42][N:37]=3)=[O:23])[CH2:19][CH:18]=[N:17]2)[CH2:24][C:25]([O:27][C:28]([CH3:30])([CH3:29])[CH3:31])=[O:26])[CH2:11][CH2:10][CH2:9][CH2:8]1. The catalyst class is: 4. (6) Reactant: [C:1](=O)(OC(Cl)(Cl)Cl)[O:2]C(Cl)(Cl)Cl.[CH3:13]N(C)C=O.[F:18][C:19]1[C:24]([O:25][CH3:26])=[CH:23][C:22]([C:27](=[O:29])[CH3:28])=[C:21]([OH:30])[CH:20]=1. Product: [F:18][C:19]1[CH:20]=[C:21]2[C:22]([C:27](=[O:29])[C:28]([CH:1]=[O:2])=[CH:13][O:30]2)=[CH:23][C:24]=1[O:25][CH3:26]. The catalyst class is: 26. (7) Reactant: [NH2:1][C:2]1[CH:3]=[C:4]([C:9]2[N:13]=[C:12]([CH2:14][CH2:15][C:16](=[O:18])[CH3:17])[O:11][N:10]=2)[CH:5]=[CH:6][C:7]=1[CH3:8].CCCC[N+](CCCC)(CCCC)CCCC.[F-].[F:37][C:38]([Si](C)(C)C)([F:40])[F:39]. Product: [NH2:1][C:2]1[CH:3]=[C:4]([C:9]2[N:13]=[C:12]([CH2:14][CH2:15][C:16]([CH3:17])([OH:18])[C:38]([F:40])([F:39])[F:37])[O:11][N:10]=2)[CH:5]=[CH:6][C:7]=1[CH3:8]. The catalyst class is: 1. (8) Reactant: F[C:2]1[CH:7]=[CH:6][CH:5]=[CH:4][C:3]=1[N+:8]([O-:10])=[O:9].[C:11]([NH2:15])([CH3:14])([CH3:13])[CH3:12].C(=O)([O-])[O-].[K+].[K+].O. Product: [C:11]([NH:15][C:2]1[CH:7]=[CH:6][CH:5]=[CH:4][C:3]=1[N+:8]([O-:10])=[O:9])([CH3:14])([CH3:13])[CH3:12]. The catalyst class is: 3. (9) Reactant: [CH2:1]([O:3][C:4]([C:6]1[CH:7]=[N:8][C:9]2[C:14]([C:15]=1Cl)=[CH:13][C:12]([F:17])=[CH:11][CH:10]=2)=[O:5])[CH3:2].C(N(C(C)C)CC)(C)C.[H][H]. Product: [CH2:1]([O:3][C:4]([C:6]1[CH:7]=[N:8][C:9]2[C:14]([CH:15]=1)=[CH:13][C:12]([F:17])=[CH:11][CH:10]=2)=[O:5])[CH3:2]. The catalyst class is: 29.